Predict the reaction yield, written as a fraction of the theoretical maximum amount of product (1.0 means a 100% yield; for example, 0.34 means a 34% yield). From a dataset of Reaction yield outcomes from USPTO patents with 853,638 reactions. (1) The reactants are [F:1][C:2]1[CH:16]=[CH:15][CH:14]=[C:13]([F:17])[C:3]=1[CH2:4][O:5][C:6]1[C:7]([NH2:12])=[N:8][CH:9]=[CH:10][CH:11]=1.Cl[CH:19]([C:25]([CH3:27])=O)[C:20]([O:22][CH2:23][CH3:24])=[O:21]. The catalyst is C(O)C. The product is [F:1][C:2]1[CH:16]=[CH:15][CH:14]=[C:13]([F:17])[C:3]=1[CH2:4][O:5][C:6]1[C:7]2[N:8]([C:19]([C:20]([O:22][CH2:23][CH3:24])=[O:21])=[C:25]([CH3:27])[N:12]=2)[CH:9]=[CH:10][CH:11]=1. The yield is 0.410. (2) The reactants are [Cl:1][CH2:2][C:3]([NH:5][C:6]([CH3:11])([CH3:10])[C:7]([OH:9])=[O:8])=O.C(N(CC)CC)C.ClC(OCC)=O. The catalyst is CC(C)=O. The product is [Cl:1][CH2:2][C:3]1[O:8][C:7](=[O:9])[C:6]([CH3:11])([CH3:10])[N:5]=1. The yield is 0.820. (3) The product is [Br:17][C:18]1[CH:23]=[CH:22][C:21]([S:24]([NH:2][CH:3]2[CH2:6][CH:5]([OH:7])[CH2:4]2)(=[O:26])=[O:25])=[CH:20][CH:19]=1. The catalyst is C(Cl)Cl. The yield is 0.360. The reactants are Cl.[NH2:2][CH:3]1[CH2:6][CH:5]([OH:7])[CH2:4]1.CCN(C(C)C)C(C)C.[Br:17][C:18]1[CH:23]=[CH:22][C:21]([S:24](Cl)(=[O:26])=[O:25])=[CH:20][CH:19]=1. (4) The reactants are Cl[C:2]1[CH:7]=[CH:6][CH:5]=[CH:4][C:3]=1[C:8]([F:11])([F:10])[F:9].[NH:12]1[CH2:17][CH2:16][NH:15][CH2:14][CH2:13]1.CC(C)([O-])C.[Na+]. The catalyst is C1(C)C(C)=CC=CC=1.O1CCCC1.C(P(C(C)(C)C)C(C)(C)C)(C)(C)C. The product is [F:9][C:8]([F:11])([F:10])[C:3]1[CH:4]=[CH:5][C:6]([N:12]2[CH2:17][CH2:16][NH:15][CH2:14][CH2:13]2)=[CH:7][CH:2]=1. The yield is 0.540. (5) The reactants are [Br:1][C:2]1[S:3][C:4]([N:11]([CH2:18][CH3:19])[CH:12]2[CH2:17][CH2:16][O:15][CH2:14][CH2:13]2)=[C:5]([CH3:10])[C:6]=1[C:7]([OH:9])=O.Cl.[NH2:21][CH2:22][C:23]1[C:24](=[O:31])[NH:25][C:26]([CH3:30])=[CH:27][C:28]=1[CH3:29].C(Cl)CCl.C1C=NC2N(O)N=NC=2C=1.CN1CCOCC1. The catalyst is CN(C=O)C. The product is [Br:1][C:2]1[S:3][C:4]([N:11]([CH2:18][CH3:19])[CH:12]2[CH2:17][CH2:16][O:15][CH2:14][CH2:13]2)=[C:5]([CH3:10])[C:6]=1[C:7]([NH:21][CH2:22][C:23]1[C:24](=[O:31])[NH:25][C:26]([CH3:30])=[CH:27][C:28]=1[CH3:29])=[O:9]. The yield is 0.555. (6) The catalyst is ClCCl. The yield is 0.820. The reactants are [CH3:1][C:2]1[CH:7]=[C:6]([CH3:8])[CH:5]=[CH:4][C:3]=1[NH:9][C:10](=[O:37])[CH2:11][N:12]([CH2:19][C:20]1[CH:36]=[CH:35][C:23]([O:24][C:25]([CH3:34])([CH3:33])[C:26]([O:28]C(C)(C)C)=[O:27])=[CH:22][CH:21]=1)[CH2:13][C:14]1[O:15][CH:16]=[CH:17][CH:18]=1.FC(F)(F)C(O)=O. The product is [CH3:1][C:2]1[CH:7]=[C:6]([CH3:8])[CH:5]=[CH:4][C:3]=1[NH:9][C:10](=[O:37])[CH2:11][N:12]([CH2:19][C:20]1[CH:21]=[CH:22][C:23]([O:24][C:25]([CH3:34])([CH3:33])[C:26]([OH:28])=[O:27])=[CH:35][CH:36]=1)[CH2:13][C:14]1[O:15][CH:16]=[CH:17][CH:18]=1. (7) The reactants are [CH2:1]([O:3][C:4](=[O:29])[CH2:5][CH2:6][C:7]1[N:8]([C:19]2[CH:24]=[CH:23][C:22]([C:25](=[O:27])[NH2:26])=[CH:21][C:20]=2[CH3:28])[C:9]([C:12]2[CH:17]=[CH:16][C:15]([NH2:18])=[CH:14][CH:13]=2)=[CH:10][CH:11]=1)[CH3:2].[CH:30]([NH:32][NH:33][CH:34]=O)=O.Cl[Si](C)(C)C.C(N(CC)CC)C. The catalyst is N1C=CC=CC=1.O. The product is [CH2:1]([O:3][C:4](=[O:29])[CH2:5][CH2:6][C:7]1[N:8]([C:19]2[CH:24]=[CH:23][C:22]([C:25](=[O:27])[NH2:26])=[CH:21][C:20]=2[CH3:28])[C:9]([C:12]2[CH:13]=[CH:14][C:15]([N:18]3[CH:34]=[N:33][N:32]=[CH:30]3)=[CH:16][CH:17]=2)=[CH:10][CH:11]=1)[CH3:2]. The yield is 0.820.